Dataset: Forward reaction prediction with 1.9M reactions from USPTO patents (1976-2016). Task: Predict the product of the given reaction. (1) The product is: [Cl:9][C:10]1[N:11]=[C:12]([NH:2][C@H:3]([CH2:7][CH3:8])[C:4]([NH2:6])=[O:5])[C:13]([F:18])=[CH:14][C:15]=1[C:16]#[N:17]. Given the reactants Cl.[NH2:2][C@H:3]([CH2:7][CH3:8])[C:4]([NH2:6])=[O:5].[Cl:9][C:10]1[C:15]([C:16]#[N:17])=[CH:14][C:13]([F:18])=[C:12](Cl)[N:11]=1.CCN(C(C)C)C(C)C.CCOC(C)=O, predict the reaction product. (2) Given the reactants [CH2:1]([C:3]1[CH:4]=[C:5]([C:11]2[CH:16]=[CH:15][C:14]([C:17]3[CH:21]=[CH:20][NH:19][N:18]=3)=[CH:13][CH:12]=2)[CH:6]=[CH:7][C:8]=1[O:9]C)[CH3:2].C(=O)=O.CC(C)=O.B(Br)(Br)Br.CC#N, predict the reaction product. The product is: [CH2:1]([C:3]1[CH:4]=[C:5]([C:11]2[CH:16]=[CH:15][C:14]([C:17]3[CH:21]=[CH:20][NH:19][N:18]=3)=[CH:13][CH:12]=2)[CH:6]=[CH:7][C:8]=1[OH:9])[CH3:2]. (3) Given the reactants Cl.C(OC([NH:9][C@H:10]([C:16]1[CH:21]=[CH:20][C:19]([Cl:22])=[CH:18][CH:17]=1)[CH2:11][C:12]([O:14][CH3:15])=[O:13])=O)(C)(C)C, predict the reaction product. The product is: [NH2:9][C@H:10]([C:16]1[CH:17]=[CH:18][C:19]([Cl:22])=[CH:20][CH:21]=1)[CH2:11][C:12]([O:14][CH3:15])=[O:13]. (4) Given the reactants [NH2:1][C@H:2]([CH2:18][C:19]1[CH:24]=[CH:23][C:22]([CH2:25][CH3:26])=[C:21]([CH2:27][CH3:28])[CH:20]=1)[C:3]([N:5]1[CH2:10][CH2:9][N:8]([CH:11]2[CH2:16][CH2:15][N:14]([CH3:17])[CH2:13][CH2:12]2)[CH2:7][CH2:6]1)=[O:4].C(Cl)Cl.[NH:32]1[CH2:37][CH2:36][CH:35]([N:38]2[CH2:44][CH2:43][C:42]3[CH:45]=[CH:46][CH:47]=[CH:48][C:41]=3[NH:40][C:39]2=[O:49])[CH2:34][CH2:33]1, predict the reaction product. The product is: [CH2:27]([C:21]1[CH:20]=[C:19]([CH:24]=[CH:23][C:22]=1[CH2:25][CH3:26])[CH2:18][C@@H:2]([NH:1]/[C:35](=[N:38]/[C:39]#[N:40])/[N:32]1[CH2:33][CH2:34][CH:35]([N:38]2[CH2:44][CH2:43][C:42]3[CH:45]=[CH:46][CH:47]=[CH:48][C:41]=3[NH:40][C:39]2=[O:49])[CH2:36][CH2:37]1)[C:3]([N:5]1[CH2:10][CH2:9][N:8]([CH:11]2[CH2:16][CH2:15][N:14]([CH3:17])[CH2:13][CH2:12]2)[CH2:7][CH2:6]1)=[O:4])[CH3:28]. (5) Given the reactants [C:1]1([C:7]2[CH:12]=[CH:11][C:10]([N+:13]([O-])=O)=[C:9]([N+:16]([O-])=O)[CH:8]=2)[CH:6]=[CH:5][CH:4]=[CH:3][CH:2]=1.[N+:19]([C:22]1[CH:29]=[CH:28][C:25]([CH:26]=O)=[CH:24][CH:23]=1)([O-])=O.[NH:30]1[CH:34]=[CH:33][CH:32]=[C:31]1[C:35](O)=[O:36], predict the reaction product. The product is: [C:1]1([C:7]2[CH:12]=[CH:11][C:10]3[N:13]=[C:26]([C:25]4[CH:28]=[CH:29][C:22]([NH:19][C:35]([C:31]5[NH:30][CH:34]=[CH:33][CH:32]=5)=[O:36])=[CH:23][CH:24]=4)[NH:16][C:9]=3[CH:8]=2)[CH:6]=[CH:5][CH:4]=[CH:3][CH:2]=1.